Dataset: NCI-60 drug combinations with 297,098 pairs across 59 cell lines. Task: Regression. Given two drug SMILES strings and cell line genomic features, predict the synergy score measuring deviation from expected non-interaction effect. (1) Drug 1: CC1=C(C=C(C=C1)NC2=NC=CC(=N2)N(C)C3=CC4=NN(C(=C4C=C3)C)C)S(=O)(=O)N.Cl. Drug 2: CC1=C(C(=CC=C1)Cl)NC(=O)C2=CN=C(S2)NC3=CC(=NC(=N3)C)N4CCN(CC4)CCO. Cell line: HT29. Synergy scores: CSS=24.9, Synergy_ZIP=2.14, Synergy_Bliss=7.60, Synergy_Loewe=-37.6, Synergy_HSA=5.17. (2) Drug 1: CC12CCC3C(C1CCC2NC(=O)OCC(F)(F)F)CCC4C3(C=CC(=O)N4C)C. Drug 2: CC1CC2C3CCC4=CC(=O)C=CC4(C3(C(CC2(C1(C(=O)CO)O)C)O)F)C. Synergy scores: CSS=-4.02, Synergy_ZIP=3.20, Synergy_Bliss=-2.51, Synergy_Loewe=-6.34, Synergy_HSA=-4.31. Cell line: T-47D. (3) Drug 2: CCN(CC)CCNC(=O)C1=C(NC(=C1C)C=C2C3=C(C=CC(=C3)F)NC2=O)C. Drug 1: CS(=O)(=O)C1=CC(=C(C=C1)C(=O)NC2=CC(=C(C=C2)Cl)C3=CC=CC=N3)Cl. Synergy scores: CSS=-5.40, Synergy_ZIP=5.27, Synergy_Bliss=3.07, Synergy_Loewe=-5.84, Synergy_HSA=-4.76. Cell line: SK-MEL-5. (4) Drug 2: C1C(C(OC1N2C=NC3=C2NC=NCC3O)CO)O. Cell line: HS 578T. Drug 1: CN(CCCl)CCCl.Cl. Synergy scores: CSS=10.1, Synergy_ZIP=-5.00, Synergy_Bliss=-2.20, Synergy_Loewe=-2.00, Synergy_HSA=-1.30. (5) Drug 1: C1=CC(=CC=C1CCC2=CNC3=C2C(=O)NC(=N3)N)C(=O)NC(CCC(=O)O)C(=O)O. Drug 2: C1CNP(=O)(OC1)N(CCCl)CCCl. Cell line: SNB-19. Synergy scores: CSS=31.7, Synergy_ZIP=-12.4, Synergy_Bliss=-7.19, Synergy_Loewe=-42.6, Synergy_HSA=-6.90. (6) Drug 1: CCCS(=O)(=O)NC1=C(C(=C(C=C1)F)C(=O)C2=CNC3=C2C=C(C=N3)C4=CC=C(C=C4)Cl)F. Drug 2: CCN(CC)CCNC(=O)C1=C(NC(=C1C)C=C2C3=C(C=CC(=C3)F)NC2=O)C. Cell line: CCRF-CEM. Synergy scores: CSS=4.12, Synergy_ZIP=4.81, Synergy_Bliss=7.89, Synergy_Loewe=3.78, Synergy_HSA=4.02. (7) Drug 1: CNC(=O)C1=CC=CC=C1SC2=CC3=C(C=C2)C(=NN3)C=CC4=CC=CC=N4. Drug 2: C1=C(C(=O)NC(=O)N1)F. Cell line: DU-145. Synergy scores: CSS=37.2, Synergy_ZIP=1.45, Synergy_Bliss=1.50, Synergy_Loewe=-0.870, Synergy_HSA=0.0120.